From a dataset of Full USPTO retrosynthesis dataset with 1.9M reactions from patents (1976-2016). Predict the reactants needed to synthesize the given product. Given the product [Cl:27][C:24]1[CH:25]=[CH:26][C:21]([O:20][C:17]2[CH:16]=[CH:15][C:14]([CH2:13][CH2:12][O:11][C:9]3[NH:10][CH:36]=[C:35]([CH2:40][C:41]4[CH:46]=[N:45][CH:44]=[N:43][CH:42]=4)[C:34](=[O:33])[N:32]=3)=[CH:19][CH:18]=2)=[CH:22][C:23]=1[C:28]([F:31])([F:30])[F:29], predict the reactants needed to synthesize it. The reactants are: OS(C(F)(F)F)(=O)=O.[C:9](=[NH:32])([O:11][CH2:12][CH2:13][C:14]1[CH:19]=[CH:18][C:17]([O:20][C:21]2[CH:26]=[CH:25][C:24]([Cl:27])=[C:23]([C:28]([F:31])([F:30])[F:29])[CH:22]=2)=[CH:16][CH:15]=1)[NH2:10].[OH:33]/[CH:34]=[C:35](/[CH2:40][C:41]1[CH:42]=[N:43][CH:44]=[N:45][CH:46]=1)\[C:36](OC)=O.C([O-])(=O)C.[K+].